This data is from Full USPTO retrosynthesis dataset with 1.9M reactions from patents (1976-2016). The task is: Predict the reactants needed to synthesize the given product. (1) The reactants are: [CH3:1][O:2][C:3]1[CH:4]=[C:5]([CH:25]=[CH:26][CH:27]=1)[O:6][CH2:7][C:8]1[CH:24]=[CH:23][C:11]2[CH2:12][CH2:13][N:14](C(=O)C(F)(F)F)[CH2:15][CH2:16][C:10]=2[CH:9]=1.[OH-].[Na+]. Given the product [CH3:1][O:2][C:3]1[CH:4]=[C:5]([CH:25]=[CH:26][CH:27]=1)[O:6][CH2:7][C:8]1[CH:24]=[CH:23][C:11]2[CH2:12][CH2:13][NH:14][CH2:15][CH2:16][C:10]=2[CH:9]=1, predict the reactants needed to synthesize it. (2) Given the product [CH3:1][O:2][C:3]1[CH:4]=[CH:5][C:6]([C:9]2[O:13][C:12]([NH:26][C:30]3[CH:29]=[CH:34][CH:33]=[CH:32][CH:31]=3)=[N:11][C:10]=2[C:21]([NH2:37])=[O:23])=[CH:7][CH:8]=1, predict the reactants needed to synthesize it. The reactants are: [CH3:1][O:2][C:3]1[CH:8]=[CH:7][C:6]([C:9]2[O:13][C:12](NC3C=CC=CC=3)=[N:11][C:10]=2[C:21]([OH:23])=O)=[CH:5][CH:4]=1.O.O[N:26]1[C:30]2[CH:31]=[CH:32][CH:33]=[CH:34][C:29]=2N=N1.Cl.C[N:37](C)CCCN=C=NCC.N.O1CCOCC1.